This data is from Forward reaction prediction with 1.9M reactions from USPTO patents (1976-2016). The task is: Predict the product of the given reaction. (1) Given the reactants C(N(C(C)C)C(C)C)C.[CH3:10][C:11]([CH3:43])([CH2:15][O:16][C:17]1[CH:22]=[CH:21][C:20]([C:23]2[CH:32]=[C:31]3[C:26]([C:27]([C:34](=[O:42])[NH:35][C:36]4[CH:41]=[CH:40][CH:39]=[CH:38][CH:37]=4)=[CH:28][C:29]([CH3:33])=[N:30]3)=[CH:25][CH:24]=2)=[CH:19][N:18]=1)[C:12](O)=[O:13].Br.[N:45]1[NH:46][N:47]=[N:48][C:49]=1[CH2:50][NH2:51].F[P-](F)(F)(F)(F)F.N1(O[P+](N2CCCC2)(N2CCCC2)N2CCCC2)C2C=CC=CC=2N=N1, predict the reaction product. The product is: [N:45]1[NH:46][N:47]=[N:48][C:49]=1[CH2:50][NH:51][C:12](=[O:13])[C:11]([CH3:10])([CH3:43])[CH2:15][O:16][C:17]1[N:18]=[CH:19][C:20]([C:23]2[CH:32]=[C:31]3[C:26]([C:27]([C:34]([NH:35][C:36]4[CH:37]=[CH:38][CH:39]=[CH:40][CH:41]=4)=[O:42])=[CH:28][C:29]([CH3:33])=[N:30]3)=[CH:25][CH:24]=2)=[CH:21][CH:22]=1. (2) The product is: [C:25]([O:24][C:22](=[O:23])[NH:6][CH:7]([C:19](=[O:20])[NH:5][CH2:4][CH2:3][C:2]#[N:1])[CH2:8][C:9]1[CH:10]=[CH:11][C:12]2[C:17](=[CH:16][CH:15]=[CH:14][CH:13]=2)[CH:18]=1)([CH3:26])([CH3:28])[CH3:27]. Given the reactants [NH2:1][CH2:2][CH2:3][C:4]#[N:5].[NH:6]([C:22]([O:24][C:25]([CH3:28])([CH3:27])[CH3:26])=[O:23])[C@H:7]([C:19](O)=[O:20])[CH2:8][C:9]1[CH:18]=[C:17]2[C:12]([CH:13]=[CH:14][CH:15]=[CH:16]2)=[CH:11][CH:10]=1.CN(C(ON1N=NC2C=CC=CC1=2)=[N+](C)C)C.F[P-](F)(F)(F)(F)F.CCN(CC)CC, predict the reaction product. (3) Given the reactants [CH3:1][O:2][C:3](=[O:34])[C@@H:4]([NH:13][C:14](=[O:33])[C:15]1[CH:20]=[CH:19][C:18]([NH:21][CH2:22][C:23]2[C:32]3[C:27](=[CH:28][CH:29]=[CH:30][CH:31]=3)[CH:26]=[CH:25][CH:24]=2)=[CH:17][CH:16]=1)[CH2:5][C:6]1[CH:11]=[CH:10][C:9](Br)=[CH:8][CH:7]=1.[O:35]([C:42]1[CH:47]=[CH:46][C:45](B(O)O)=[CH:44][CH:43]=1)[C:36]1[CH:41]=[CH:40][CH:39]=[CH:38][CH:37]=1.C([O-])([O-])=O.[Na+].[Na+], predict the reaction product. The product is: [CH3:1][O:2][C:3](=[O:34])[C@@H:4]([NH:13][C:14](=[O:33])[C:15]1[CH:20]=[CH:19][C:18]([NH:21][CH2:22][C:23]2[C:32]3[C:27](=[CH:28][CH:29]=[CH:30][CH:31]=3)[CH:26]=[CH:25][CH:24]=2)=[CH:17][CH:16]=1)[CH2:5][C:6]1[CH:11]=[CH:10][C:9]([C:45]2[CH:46]=[CH:47][C:42]([O:35][C:36]3[CH:41]=[CH:40][CH:39]=[CH:38][CH:37]=3)=[CH:43][CH:44]=2)=[CH:8][CH:7]=1.